The task is: Predict the reactants needed to synthesize the given product.. This data is from Full USPTO retrosynthesis dataset with 1.9M reactions from patents (1976-2016). Given the product [C:33]([O:36][C:37]([N:24]1[CH:25]=[CH:26][C:27]([C:6]2[CH:7]=[CH:8][C:9]([Br:11])=[CH:10][C:5]=2[C:4]([O:3][CH2:1][CH3:2])=[O:13])=[CH:28]1)=[O:38])([CH3:35])([CH3:34])[CH3:32], predict the reactants needed to synthesize it. The reactants are: [CH2:1]([O:3][C:4](=[O:13])[C:5]1[CH:10]=[C:9]([Br:11])[CH:8]=[CH:7][C:6]=1I)[CH3:2].C([Si]([N:24]1[CH:28]=[CH:27][C:26](B(O)O)=[CH:25]1)(C(C)C)C(C)C)(C)C.[CH3:32][C:33]([O:36][C:37](O[C:37]([O:36][C:33]([CH3:35])([CH3:34])[CH3:32])=[O:38])=[O:38])([CH3:35])[CH3:34].CCCC[N+](CCCC)(CCCC)CCCC.[F-].